From a dataset of Forward reaction prediction with 1.9M reactions from USPTO patents (1976-2016). Predict the product of the given reaction. (1) Given the reactants [OH:1][C:2]1[CH:3]=[CH:4][C:5]2[N:9]=[CH:8][N:7]([C:10]3[S:14][C:13]([C:15]([O:17][CH3:18])=[O:16])=[C:12]([O:19][CH2:20][C:21]4[CH:26]=[CH:25][CH:24]=[CH:23][C:22]=4[C:27]([F:30])([F:29])[F:28])[CH:11]=3)[C:6]=2[CH:31]=1.CC1C=CC(S(O[CH2:43][CH:44]2[CH2:49][CH2:48][N:47]([C:50]([O:52][C:53]([CH3:56])([CH3:55])[CH3:54])=[O:51])[CH2:46][CH2:45]2)(=O)=O)=CC=1.C(=O)([O-])[O-].[Cs+].[Cs+].O, predict the reaction product. The product is: [CH3:18][O:17][C:15]([C:13]1[S:14][C:10]([N:7]2[C:6]3[CH:31]=[C:2]([O:1][CH2:43][CH:44]4[CH2:49][CH2:48][N:47]([C:50]([O:52][C:53]([CH3:54])([CH3:56])[CH3:55])=[O:51])[CH2:46][CH2:45]4)[CH:3]=[CH:4][C:5]=3[N:9]=[CH:8]2)=[CH:11][C:12]=1[O:19][CH2:20][C:21]1[CH:26]=[CH:25][CH:24]=[CH:23][C:22]=1[C:27]([F:29])([F:28])[F:30])=[O:16]. (2) Given the reactants [CH:1]([C:3]1[CH:4]=[C:5]2[C:10](=[CH:11][CH:12]=1)[N:9]=[CH:8][C:7]([C:13]#[N:14])=[C:6]2[CH2:15][CH2:16][CH2:17][CH3:18])=O.COC1C=CC(/C=[C:34]2/[C:35]([NH:37][C:38]([S:40]/2)=[NH:39])=[O:36])=CC=1OC1CCCC1.C([O-])(=O)C.[Na+], predict the reaction product. The product is: [NH2:39][C:38]1[S:40]/[C:34](=[CH:1]\[C:3]2[CH:4]=[C:5]3[C:10](=[CH:11][CH:12]=2)[N:9]=[CH:8][C:7]([C:13]#[N:14])=[C:6]3[CH2:15][CH2:16][CH2:17][CH3:18])/[C:35](=[O:36])[N:37]=1. (3) The product is: [C:32]([O:16][C:15]1[C:14](=[O:17])[N:13]2[CH2:18][CH2:19][N:20]([CH2:24][C:25]3[NH:29][N:28]=[N:27][N:26]=3)[C:21]([CH3:23])([CH3:22])[C:12]2=[N:11][C:10]=1[C:8]([NH:7][CH2:6][C:5]1[CH:4]=[CH:3][C:2]([F:1])=[CH:31][CH:30]=1)=[O:9])(=[O:39])[C:33]1[CH:38]=[CH:37][CH:36]=[CH:35][CH:34]=1. Given the reactants [F:1][C:2]1[CH:31]=[CH:30][C:5]([CH2:6][NH:7][C:8]([C:10]2[N:11]=[C:12]3[C:21]([CH3:23])([CH3:22])[N:20]([CH2:24][C:25]4[N:26]=[N:27][NH:28][N:29]=4)[CH2:19][CH2:18][N:13]3[C:14](=[O:17])[C:15]=2[OH:16])=[O:9])=[CH:4][CH:3]=1.[C:32](O[C:32](=[O:39])[C:33]1[CH:38]=[CH:37][CH:36]=[CH:35][CH:34]=1)(=[O:39])[C:33]1[CH:38]=[CH:37][CH:36]=[CH:35][CH:34]=1.C(N(CC)CC)C.C(N(C1C=CC=CN=1)CC)C, predict the reaction product. (4) Given the reactants CO.C[O-].[Na+].[Br:6][C:7]1[C:12]([CH3:13])=[CH:11][C:10]([N:14]([CH2:23][C:24]2[CH:29]=[CH:28][C:27]([O:30][CH3:31])=[CH:26][CH:25]=2)[CH2:15][CH2:16][CH2:17][CH2:18][C:19]([O:21][CH3:22])=[O:20])=[C:9]([CH:32]=O)[CH:8]=1.Cl, predict the reaction product. The product is: [Br:6][C:7]1[C:12]([CH3:13])=[CH:11][C:10]2[N:14]([CH2:23][C:24]3[CH:29]=[CH:28][C:27]([O:30][CH3:31])=[CH:26][CH:25]=3)[CH2:15][CH2:16][CH2:17][C:18]([C:19]([O:21][CH3:22])=[O:20])=[CH:32][C:9]=2[CH:8]=1. (5) Given the reactants [CH:1]1([N:5]2[C:13]3[C:8](=[CH:9][CH:10]=[C:11]([O:14][CH:15]([F:17])[F:16])[CH:12]=3)[C:7]([C:18]#[N:19])=[CH:6]2)[CH2:4][CH2:3][CH2:2]1.[B:20](OC(C)C)([O:25]C(C)C)[O:21]C(C)C.[Li+].CC([N-]C(C)C)C, predict the reaction product. The product is: [C:18]([C:7]1[C:8]2[C:13](=[CH:12][C:11]([O:14][CH:15]([F:16])[F:17])=[CH:10][CH:9]=2)[N:5]([CH:1]2[CH2:2][CH2:3][CH2:4]2)[C:6]=1[B:20]([OH:25])[OH:21])#[N:19].